This data is from Catalyst prediction with 721,799 reactions and 888 catalyst types from USPTO. The task is: Predict which catalyst facilitates the given reaction. (1) Reactant: C(NC(C)C)(C)C.C([Li])CCC.[Li+].CC([N-]C(C)C)C.[CH:21]([C:23]1[CH:24]=[C:25]2[C:30](=[CH:31][CH:32]=1)/[C:29](=[N:33]/[OH:34])/[CH2:28][CH2:27][CH2:26]2)=[CH2:22].[F:35][C:36]1[CH:41]=[CH:40][C:39]([C:42]2([CH2:48][CH2:49][C:50](OCC)=O)[CH2:47][CH2:46][CH2:45][CH2:44][CH2:43]2)=[CH:38][CH:37]=1.O.C1(C)C=CC(S(O)(=O)=O)=CC=1. Product: [F:35][C:36]1[CH:41]=[CH:40][C:39]([C:42]2([CH2:48][CH2:49][C:50]3[O:34][N:33]=[C:29]4[C:30]5[C:25]([CH2:26][CH2:27][C:28]=34)=[CH:24][C:23]([CH:21]=[CH2:22])=[CH:32][CH:31]=5)[CH2:47][CH2:46][CH2:45][CH2:44][CH2:43]2)=[CH:38][CH:37]=1. The catalyst class is: 56. (2) Reactant: Br[C:2]1[CH:3]=[C:4]([S:12]([N:15]2[CH2:25][CH2:24][CH2:23][C:17]3([C:21](=[O:22])[NH:20][CH2:19][CH2:18]3)[CH2:16]2)(=[O:14])=[O:13])[CH:5]=[C:6]([C:8]([F:11])([F:10])[F:9])[CH:7]=1.[C:26](=O)([O-])[O-].[K+].[K+].CB1OB(C)OB(C)O1. Product: [CH3:26][C:2]1[CH:3]=[C:4]([S:12]([N:15]2[CH2:25][CH2:24][CH2:23][C:17]3([C:21](=[O:22])[NH:20][CH2:19][CH2:18]3)[CH2:16]2)(=[O:14])=[O:13])[CH:5]=[C:6]([C:8]([F:10])([F:9])[F:11])[CH:7]=1. The catalyst class is: 203. (3) Reactant: Br[C:2]1[CH:3]=[CH:4][C:5]([NH2:16])=[N:6][C:7]=1[C:8]#[C:9][C:10]1[CH:15]=[CH:14][CH:13]=[CH:12][CH:11]=1.[CH3:17][C:18]1[C:22](B(O)O)=[C:21]([CH3:26])[O:20][N:19]=1.[F-].[Cs+].F[B-](F)(F)F.C([PH+](C(C)(C)C)C(C)(C)C)(C)(C)C. Product: [CH3:17][C:18]1[C:22]([C:2]2[CH:3]=[CH:4][C:5]([NH2:16])=[N:6][C:7]=2[C:8]#[C:9][C:10]2[CH:15]=[CH:14][CH:13]=[CH:12][CH:11]=2)=[C:21]([CH3:26])[O:20][N:19]=1. The catalyst class is: 1. (4) Reactant: [Br:1][C:2]1[C:3]([Cl:9])=[N:4][C:5]([CH3:8])=[CH:6][CH:7]=1.OO.NC(N)=[O:14].FC(F)(F)C(OC(=O)C(F)(F)F)=O. Product: [Br:1][C:2]1[C:3]([Cl:9])=[N+:4]([O-:14])[C:5]([CH3:8])=[CH:6][CH:7]=1. The catalyst class is: 2. (5) Reactant: [Br:1][C:2]1[CH:3]=[CH:4][C:5]([C:15]([OH:17])=O)=[N:6][C:7]=1[O:8][CH2:9][C:10]1([CH3:14])[CH2:13][O:12][CH2:11]1.[Cl-].COC1N=C(OC)N=C([N+]2(C)CCOCC2)N=1.CCN(C(C)C)C(C)C.[CH3:45][C:46]([CH3:53])([C:48]1[S:49][CH:50]=[CH:51][N:52]=1)[NH2:47]. Product: [CH3:45][C:46]([NH:47][C:15]([C:5]1[CH:4]=[CH:3][C:2]([Br:1])=[C:7]([O:8][CH2:9][C:10]2([CH3:14])[CH2:11][O:12][CH2:13]2)[N:6]=1)=[O:17])([C:48]1[S:49][CH:50]=[CH:51][N:52]=1)[CH3:53]. The catalyst class is: 3. (6) Reactant: [CH3:1][C:2]1[S:6][C:5]([NH:7][S:8]([C:11]2[CH:16]=[CH:15][C:14]([NH:17]C(=O)C)=[CH:13][CH:12]=2)(=[O:10])=[O:9])=[N:4][N:3]=1.C([O-])([O-])=O.[Na+].[Na+]. Product: [NH2:17][C:14]1[CH:15]=[CH:16][C:11]([S:8]([NH:7][C:5]2[S:6][C:2]([CH3:1])=[N:3][N:4]=2)(=[O:10])=[O:9])=[CH:12][CH:13]=1. The catalyst class is: 33. (7) Reactant: [Cl:1][C:2]1[C:3]([F:42])=[C:4]([C@@H:8]2[C@:12]([C:15]3[CH:20]=[CH:19][C:18]([Cl:21])=[CH:17][C:16]=3[F:22])([C:13]#[N:14])[C@H:11]([CH2:23][C:24]([CH3:27])([CH3:26])[CH3:25])[NH:10][C@H:9]2[C:28]([NH:30][C:31]2[CH:39]=[CH:38][C:34]([C:35]([OH:37])=[O:36])=[CH:33][C:32]=2[O:40][CH3:41])=[O:29])[CH:5]=[CH:6][CH:7]=1.[N:43]([CH2:46][C:47]([O:49][CH2:50][CH3:51])=[O:48])=[C:44]=[O:45].O. Product: [Cl:1][C:2]1[C:3]([F:42])=[C:4]([C@@H:8]2[C@:12]([C:15]3[CH:20]=[CH:19][C:18]([Cl:21])=[CH:17][C:16]=3[F:22])([C:13]#[N:14])[C@H:11]([CH2:23][C:24]([CH3:26])([CH3:27])[CH3:25])[N:10]([C:44](=[O:45])[NH:43][CH2:46][C:47]([O:49][CH2:50][CH3:51])=[O:48])[C@H:9]2[C:28]([NH:30][C:31]2[CH:39]=[CH:38][C:34]([C:35]([OH:37])=[O:36])=[CH:33][C:32]=2[O:40][CH3:41])=[O:29])[CH:5]=[CH:6][CH:7]=1. The catalyst class is: 2. (8) Reactant: C[O:2][C:3]([C:5]1[S:28][C:8]2[N:9]=[CH:10][N:11]=[C:12]([NH:13][C:14]3[C:15]([O:20][CH:21]4[CH2:26][CH2:25][CH:24]([NH2:27])[CH2:23][CH2:22]4)=[N:16][CH:17]=[CH:18][CH:19]=3)[C:7]=2[C:6]=1[CH3:29])=[O:4].[OH-].[Na+].Cl. Product: [NH2:27][CH:24]1[CH2:25][CH2:26][CH:21]([O:20][C:15]2[C:14]([NH:13][C:12]3[C:7]4[C:6]([CH3:29])=[C:5]([C:3]([OH:4])=[O:2])[S:28][C:8]=4[N:9]=[CH:10][N:11]=3)=[CH:19][CH:18]=[CH:17][N:16]=2)[CH2:22][CH2:23]1. The catalyst class is: 5.